Dataset: Full USPTO retrosynthesis dataset with 1.9M reactions from patents (1976-2016). Task: Predict the reactants needed to synthesize the given product. (1) Given the product [Cl:16][CH2:17][C:18]([NH:9][NH:8][C:6](=[O:7])[C:5]1[CH:10]=[CH:11][C:12]([N+:13]([O-:15])=[O:14])=[C:3]([O:2][CH3:1])[CH:4]=1)=[O:19], predict the reactants needed to synthesize it. The reactants are: [CH3:1][O:2][C:3]1[CH:4]=[C:5]([CH:10]=[CH:11][C:12]=1[N+:13]([O-:15])=[O:14])[C:6]([NH:8][NH2:9])=[O:7].[Cl:16][CH2:17][C:18](Cl)=[O:19]. (2) Given the product [CH3:12][N:13]([CH3:15])/[CH:14]=[CH:2]/[C:1]([C:4]1[CH:9]=[CH:8][CH:7]=[CH:6][CH:5]=1)=[O:3], predict the reactants needed to synthesize it. The reactants are: [C:1]([C:4]1[CH:9]=[CH:8][CH:7]=[CH:6][CH:5]=1)(=[O:3])[CH3:2].CO[CH:12](OC)[N:13]([CH3:15])[CH3:14]. (3) The reactants are: [H-].[Na+].[CH2:3]([NH:10][C:11]1[N:16]=[CH:15][C:14]([Br:17])=[CH:13][N:12]=1)[C:4]1[CH:9]=[CH:8][CH:7]=[CH:6][CH:5]=1.[CH3:18][S:19](Cl)(=[O:21])=[O:20]. Given the product [Br:17][C:14]1[CH:15]=[N:16][C:11]([N:10]([CH2:3][C:4]2[CH:5]=[CH:6][CH:7]=[CH:8][CH:9]=2)[S:19]([CH3:18])(=[O:21])=[O:20])=[N:12][CH:13]=1, predict the reactants needed to synthesize it. (4) Given the product [Br-:24].[Cl:35][C:32]1[CH:33]=[CH:34][C:29]([CH2:28][O:27][CH2:26][CH2:25][N+:21]([CH2:20][C:17]2[O:16][C:15]([C@:7]([CH:9]3[CH2:14][CH2:13][CH2:12][CH2:11][CH2:10]3)([OH:8])[C:1]3[CH:2]=[CH:3][CH:4]=[CH:5][CH:6]=3)=[N:19][CH:18]=2)([CH3:23])[CH3:22])=[CH:30][CH:31]=1, predict the reactants needed to synthesize it. The reactants are: [CH:1]1([C@:7]([C:15]2[O:16][C:17]([CH2:20][N:21]([CH3:23])[CH3:22])=[CH:18][N:19]=2)([C:9]2[CH:14]=[CH:13][CH:12]=[CH:11][CH:10]=2)[OH:8])[CH2:6][CH2:5][CH2:4][CH2:3][CH2:2]1.[Br:24][CH2:25][CH2:26][O:27][CH2:28][C:29]1[CH:34]=[CH:33][C:32]([Cl:35])=[CH:31][CH:30]=1.